Dataset: Reaction yield outcomes from USPTO patents with 853,638 reactions. Task: Predict the reaction yield, written as a fraction of the theoretical maximum amount of product (1.0 means a 100% yield; for example, 0.34 means a 34% yield). (1) The reactants are [O:1]1[CH2:6][CH2:5][N:4]([C:7]2[CH:12]=[C:11]([C:13]([NH:15][C:16]3[CH:17]=[C:18]([NH:22][C:23](=[O:34])[C:24]4[CH:29]=[C:28](Cl)[CH:27]=[CH:26][C:25]=4[N+:31]([O-:33])=[O:32])[CH:19]=[CH:20][CH:21]=3)=[O:14])[CH:10]=[CH:9][N:8]=2)[CH2:3][CH2:2]1.[CH3:35][N:36]1[CH2:41][CH2:40][NH:39][CH2:38][CH2:37]1. No catalyst specified. The product is [O:1]1[CH2:6][CH2:5][N:4]([C:7]2[CH:12]=[C:11]([C:13]([NH:15][C:16]3[CH:17]=[C:18]([NH:22][C:23](=[O:34])[C:24]4[CH:29]=[C:28]([N:39]5[CH2:40][CH2:41][N:36]([CH3:35])[CH2:37][CH2:38]5)[CH:27]=[CH:26][C:25]=4[N+:31]([O-:33])=[O:32])[CH:19]=[CH:20][CH:21]=3)=[O:14])[CH:10]=[CH:9][N:8]=2)[CH2:3][CH2:2]1. The yield is 0.890. (2) The reactants are Cl[C:2]1[CH:11]=[N:10][C:9]2[C:4](=[CH:5][CH:6]=[C:7]([O:12][CH3:13])[CH:8]=2)[N:3]=1.CC1(C)C(C)(C)OB([C:22]2[CH:27]=[CH:26][C:25]([CH2:28][C:29]([NH:31][C:32]3[CH:36]=[C:35]([C:37]4([C:40]([F:43])([F:42])[F:41])[CH2:39][CH2:38]4)[O:34][N:33]=3)=[O:30])=[CH:24][CH:23]=2)O1.C([O-])([O-])=O.[Na+].[Na+]. The catalyst is CC#N.O. The product is [CH3:13][O:12][C:7]1[CH:8]=[C:9]2[C:4](=[CH:5][CH:6]=1)[N:3]=[C:2]([C:22]1[CH:23]=[CH:24][C:25]([CH2:28][C:29]([NH:31][C:32]3[CH:36]=[C:35]([C:37]4([C:40]([F:43])([F:41])[F:42])[CH2:38][CH2:39]4)[O:34][N:33]=3)=[O:30])=[CH:26][CH:27]=1)[CH:11]=[N:10]2. The yield is 0.470. (3) The reactants are [N+:1]([C:4]1[CH:9]=[CH:8][CH:7]=[CH:6][C:5]=1[CH2:10][CH:11]=O)([O-:3])=[O:2].Cl.[CH3:14][O:15][C:16]([C@H:18]1[CH2:23][CH2:22][C@H:21]([CH2:24][NH2:25])[CH2:20][CH2:19]1)=[O:17].C(O[BH-](OC(=O)C)OC(=O)C)(=O)C.[Na+].Cl. The catalyst is C(Cl)Cl. The product is [CH3:14][O:15][C:16]([C@H:18]1[CH2:23][CH2:22][C@H:21]([CH2:24][NH:25][CH2:11][CH2:10][C:5]2[CH:6]=[CH:7][CH:8]=[CH:9][C:4]=2[N+:1]([O-:3])=[O:2])[CH2:20][CH2:19]1)=[O:17]. The yield is 0.270. (4) The reactants are Cl.CN(C)CCCN=C=NCC.[NH2:13][C:14]1[S:15][C:16]([S:19][CH2:20][C:21]2[O:22][C:23]([C:26]([CH3:29])([CH3:28])[CH3:27])=[CH:24][N:25]=2)=[CH:17][N:18]=1.[CH3:30][CH:31]([N:33]1[CH2:38][CH2:37][CH:36]([C:39](O)=[O:40])[CH2:35][CH2:34]1)[CH3:32].CN(C)C=O. The catalyst is CN(C)C1C=CN=CC=1.O.C(Cl)Cl. The product is [CH3:27][C:26]([C:23]1[O:22][C:21]([CH2:20][S:19][C:16]2[S:15][C:14]([NH:13][C:39]([CH:36]3[CH2:37][CH2:38][N:33]([CH:31]([CH3:32])[CH3:30])[CH2:34][CH2:35]3)=[O:40])=[N:18][CH:17]=2)=[N:25][CH:24]=1)([CH3:29])[CH3:28]. The yield is 0.850. (5) The reactants are [O:1]1[C:5]2[CH:6]=[CH:7][CH:8]=[CH:9][C:4]=2[CH:3]=[C:2]1[C:10]([NH:12][C:13]1[S:14][CH:15]=[C:16](OS(C(F)(F)F)(=O)=O)[C:17]=1[C:18]([O:20]C(C)(C)C)=[O:19])=[O:11].C([O-])(O)=O.[Na+].CO[CH2:40][CH2:41]OC. The catalyst is CCO. The product is [O:1]1[C:5]2[CH:6]=[CH:7][CH:8]=[CH:9][C:4]=2[CH:3]=[C:2]1[C:10]([NH:12][C:13]1[S:14][CH:15]=[C:16]([C:18]2[CH:17]=[CH:16][C:15]3[S:14][CH:13]=[N:12][C:40]=3[CH:41]=2)[C:17]=1[C:18]([OH:20])=[O:19])=[O:11]. The yield is 0.480. (6) The reactants are Cl.[O:2]=[C:3]1[NH:12][C:11]2[N:10]=[CH:9][C:8](/[CH:13]=[CH:14]/[C:15]([OH:17])=O)=[CH:7][C:6]=2[CH2:5][CH2:4]1.Cl.[NH:19]1[CH2:22][CH:21]([O:23][CH2:24][C:25]2[S:26][CH:27]=[CH:28][N:29]=2)[CH2:20]1.CCN(C(C)C)C(C)C.CCN=C=NCCCN(C)C. The catalyst is CN(C1C=CN=CC=1)C.CN(C=O)C. The product is [O:17]=[C:15]([N:19]1[CH2:22][CH:21]([O:23][CH2:24][C:25]2[S:26][CH:27]=[CH:28][N:29]=2)[CH2:20]1)/[CH:14]=[CH:13]/[C:8]1[CH:7]=[C:6]2[C:11](=[N:10][CH:9]=1)[NH:12][C:3](=[O:2])[CH2:4][CH2:5]2. The yield is 0.240. (7) The reactants are Cl.[N:2]1[CH:7]=[CH:6][CH:5]=[CH:4][C:3]=1[N:8]1[C:16]2[CH2:15][CH2:14][NH:13][CH:12]([C:17]([O:19][CH2:20][CH3:21])=[O:18])[C:11]=2[N:10]=[CH:9]1.[Cl:22][C:23]1[C:31]([C:32]([F:35])([F:34])[F:33])=[CH:30][CH:29]=[CH:28][C:24]=1[C:25](O)=[O:26].CN(C(ON1N=NC2C=CC=NC1=2)=[N+](C)C)C.F[P-](F)(F)(F)(F)F.CCN(C(C)C)C(C)C. The catalyst is CN(C=O)C.CCOC(C)=O. The product is [Cl:22][C:23]1[C:31]([C:32]([F:33])([F:34])[F:35])=[CH:30][CH:29]=[CH:28][C:24]=1[C:25]([N:13]1[CH2:14][CH2:15][C:16]2[N:8]([C:3]3[CH:4]=[CH:5][CH:6]=[CH:7][N:2]=3)[CH:9]=[N:10][C:11]=2[CH:12]1[C:17]([O:19][CH2:20][CH3:21])=[O:18])=[O:26]. The yield is 0.300. (8) The reactants are [C:1]([C:5]1[CH:52]=[CH:51][C:8]([CH2:9][NH:10][C:11]([C:13]2[CH:18]=[CH:17][N:16]=[C:15]([C:19]3[CH:24]=[C:23]([N:25]4[CH2:30][CH2:29][CH2:28][CH2:27][CH2:26]4)[CH:22]=[CH:21][C:20]=3[NH:31][C:32]([C:34]3[CH:35]=[C:36]([CH:48]=[CH:49][CH:50]=3)[CH2:37][S:38][CH2:39][CH2:40][C:41]([O:43]C(C)(C)C)=[O:42])=[O:33])[CH:14]=2)=[O:12])=[CH:7][CH:6]=1)([CH3:4])([CH3:3])[CH3:2].FC(F)(F)C(O)=O. The catalyst is ClCCl. The product is [C:1]([C:5]1[CH:6]=[CH:7][C:8]([CH2:9][NH:10][C:11]([C:13]2[CH:18]=[CH:17][N:16]=[C:15]([C:19]3[CH:24]=[C:23]([N:25]4[CH2:30][CH2:29][CH2:28][CH2:27][CH2:26]4)[CH:22]=[CH:21][C:20]=3[NH:31][C:32]([C:34]3[CH:35]=[C:36]([CH:48]=[CH:49][CH:50]=3)[CH2:37][S:38][CH2:39][CH2:40][C:41]([OH:43])=[O:42])=[O:33])[CH:14]=2)=[O:12])=[CH:51][CH:52]=1)([CH3:4])([CH3:2])[CH3:3]. The yield is 0.460. (9) The reactants are [CH3:1][N:2]1[CH:6]=[C:5]([C:7]([O:9]CC)=[O:8])[C:4](=[O:12])[N:3]1[C:13]1[CH:18]=[CH:17][CH:16]=[CH:15][C:14]=1[CH3:19].O1CCCC1.[OH-].[Na+]. The catalyst is CO. The product is [CH3:1][N:2]1[CH:6]=[C:5]([C:7]([OH:9])=[O:8])[C:4](=[O:12])[N:3]1[C:13]1[CH:18]=[CH:17][CH:16]=[CH:15][C:14]=1[CH3:19]. The yield is 0.400.